Dataset: Catalyst prediction with 721,799 reactions and 888 catalyst types from USPTO. Task: Predict which catalyst facilitates the given reaction. (1) Reactant: [CH3:1][O:2][C:3](=[O:11])[C:4]1[CH:9]=[CH:8][CH:7]=[N:6][C:5]=1F.[F:12][C:13]1[CH:14]=[C:15]([CH:17]=[C:18]([O:20][CH3:21])[CH:19]=1)[NH2:16]. Product: [F:12][C:13]1[CH:14]=[C:15]([NH:16][C:5]2[N:6]=[CH:7][CH:8]=[CH:9][C:4]=2[C:3]([O:2][CH3:1])=[O:11])[CH:17]=[C:18]([O:20][CH3:21])[CH:19]=1. The catalyst class is: 2. (2) Reactant: [CH:1]1([N:7]([CH3:24])[C:8]2[N:13]3[N:14]=[C:15]([NH2:17])[N:16]=[C:12]3[CH:11]=[C:10]([C:18]3[CH:19]=[N:20][CH:21]=[CH:22][CH:23]=3)[CH:9]=2)[CH2:6][CH2:5][CH2:4][CH2:3][CH2:2]1.S([N:35]=[C:36]=[O:37])(C1C=CC(C)=CC=1)(=O)=O.[CH2:38](N)[CH3:39]. Product: [CH:1]1([N:7]([CH3:24])[C:8]2[N:13]3[N:14]=[C:15]([NH:17][C:36]([NH:35][CH2:38][CH3:39])=[O:37])[N:16]=[C:12]3[CH:11]=[C:10]([C:18]3[CH:19]=[N:20][CH:21]=[CH:22][CH:23]=3)[CH:9]=2)[CH2:2][CH2:3][CH2:4][CH2:5][CH2:6]1. The catalyst class is: 198.